Task: Regression. Given two drug SMILES strings and cell line genomic features, predict the synergy score measuring deviation from expected non-interaction effect.. Dataset: Merck oncology drug combination screen with 23,052 pairs across 39 cell lines (1) Drug 1: CC1CC2C3CCC4=CC(=O)C=CC4(C)C3(F)C(O)CC2(C)C1(O)C(=O)CO. Drug 2: CS(=O)(=O)CCNCc1ccc(-c2ccc3ncnc(Nc4ccc(OCc5cccc(F)c5)c(Cl)c4)c3c2)o1. Cell line: NCIH460. Synergy scores: synergy=-16.8. (2) Drug 1: CCN(CC)CCNC(=O)c1c(C)[nH]c(C=C2C(=O)Nc3ccc(F)cc32)c1C. Drug 2: NC1CCCCC1N.O=C(O)C(=O)O.[Pt+2]. Cell line: HCT116. Synergy scores: synergy=-2.76. (3) Drug 1: C=CCn1c(=O)c2cnc(Nc3ccc(N4CCN(C)CC4)cc3)nc2n1-c1cccc(C(C)(C)O)n1. Drug 2: Cn1cc(-c2cnn3c(N)c(Br)c(C4CCCNC4)nc23)cn1. Cell line: OVCAR3. Synergy scores: synergy=42.4.